Predict the product of the given reaction. From a dataset of Forward reaction prediction with 1.9M reactions from USPTO patents (1976-2016). (1) Given the reactants [CH3:1][C:2](=[O:10])[CH2:3][C:4](=[O:9])[CH2:5][CH2:6][CH2:7][CH3:8].[H-].[Na+].Br[CH2:14][C:15]([O:17][CH2:18][CH3:19])=[O:16], predict the reaction product. The product is: [C:2]([CH:3]([C:4](=[O:9])[CH2:5][CH2:6][CH2:7][CH3:8])[CH2:14][C:15]([O:17][CH2:18][CH3:19])=[O:16])(=[O:10])[CH3:1]. (2) Given the reactants [CH:1]1[C:6]2[C:7]([O:9][C:10](=[O:11])[C:5]=2[CH:4]=[C:3]2[C:12]([O:14][C:15](=[O:16])[C:2]=12)=[O:13])=[O:8].[CH:17]1[CH:30]=[C:29]2[C:20]([CH:21]=[C:22]3[C:27](=[CH:28]2)[CH:26]=[CH:25][C:24]([CH2:31][CH2:32][CH2:33][C:34]([OH:36])=[O:35])=[CH:23]3)=[CH:19][CH:18]=1, predict the reaction product. The product is: [CH:4]1[C:3]2[C:12]([O:14][C:15](=[O:16])[C:2]=2[CH:1]=[C:6]2[C:7]([O:9][C:10](=[O:11])[C:5]=12)=[O:8])=[O:13].[CH:17]1[CH:30]=[C:29]2[C:20]([CH:21]=[C:22]3[C:27](=[CH:28]2)[CH:26]=[CH:25][C:24]([CH2:31][CH2:32][CH2:33][C:34]([OH:36])=[O:35])=[CH:23]3)=[CH:19][CH:18]=1. (3) Given the reactants [Br:1][C:2]1[CH:7]=[CH:6][C:5]([C:8]2([C:11](O)=[O:12])[CH2:10][CH2:9]2)=[C:4]([F:14])[CH:3]=1.S(Cl)([Cl:17])=O, predict the reaction product. The product is: [Br:1][C:2]1[CH:7]=[CH:6][C:5]([C:8]2([C:11]([Cl:17])=[O:12])[CH2:10][CH2:9]2)=[C:4]([F:14])[CH:3]=1.